Predict which catalyst facilitates the given reaction. From a dataset of Catalyst prediction with 721,799 reactions and 888 catalyst types from USPTO. (1) Reactant: C[O-].[Na+].Cl.[C:5]1([C@@H:11]2[CH2:13][C@H:12]2[NH2:14])[CH:10]=[CH:9][CH:8]=[CH:7][CH:6]=1. Product: [C:5]1([C@@H:11]2[CH2:13][C@H:12]2[NH2:14])[CH:10]=[CH:9][CH:8]=[CH:7][CH:6]=1. The catalyst class is: 5. (2) Reactant: [CH2:1]([N:3]([CH2:20][CH3:21])[C:4]([C:6]1[CH:19]=[CH:18][C:9]([CH2:10][C:11]2[CH:16]=[CH:15][CH:14]=[CH:13][C:12]=2[OH:17])=[CH:8][CH:7]=1)=[O:5])[CH3:2].[H-].[Na+].[Br:24][CH2:25][CH2:26][CH2:27]Br.O. Product: [Br:24][CH2:25][CH2:26][CH2:27][O:17][C:12]1[CH:13]=[CH:14][CH:15]=[CH:16][C:11]=1[CH2:10][C:9]1[CH:18]=[CH:19][C:6]([C:4](=[O:5])[N:3]([CH2:1][CH3:2])[CH2:20][CH3:21])=[CH:7][CH:8]=1. The catalyst class is: 7. (3) Reactant: [CH3:1][C:2]1[N:3]=[C:4]2[CH:9]=[CH:8][C:7]([NH:10][C:11]([C:13]3[CH:14]=[CH:15][C:16]([CH:19]4[CH2:24][CH2:23][N:22](C(OC(C)(C)C)=O)[CH2:21][CH2:20]4)=[N:17][CH:18]=3)=[O:12])=[CH:6][N:5]2[CH:32]=1.Cl.O1CCOCC1. Product: [CH3:1][C:2]1[N:3]=[C:4]2[CH:9]=[CH:8][C:7]([NH:10][C:11](=[O:12])[C:13]3[CH:14]=[CH:15][C:16]([CH:19]4[CH2:24][CH2:23][NH:22][CH2:21][CH2:20]4)=[N:17][CH:18]=3)=[CH:6][N:5]2[CH:32]=1. The catalyst class is: 5. (4) Reactant: [C-:1]#[N:2].[K+].[Br:4][C:5]1[CH:10]=[CH:9][C:8]([CH2:11]/[C:12](/[CH3:21])=[C:13](\[C:19]#[N:20])/[C:14]([O:16][CH2:17][CH3:18])=[O:15])=[CH:7][CH:6]=1. Product: [Br:4][C:5]1[CH:6]=[CH:7][C:8]([CH2:11][C:12]([C:1]#[N:2])([CH3:21])[CH:13]([C:19]#[N:20])[C:14]([O:16][CH2:17][CH3:18])=[O:15])=[CH:9][CH:10]=1. The catalyst class is: 5. (5) Reactant: [Cl-:1].[Cr+3:2].N1C2C=CC=CC=2N=C1CNCC1NC2C=CC=CC=2N=1.[Cl-].[Cl-].[NH:26]1[C:30]2[CH:31]=[CH:32][CH:33]=[CH:34][C:29]=2[N:28]=[C:27]1[CH2:35][N:36]([CH2:38][C:39]1[NH:43][C:42]2[CH:44]=[CH:45][CH:46]=[CH:47][C:41]=2[N:40]=1)[CH3:37].[K+].[Br-]. Product: [Cl-:1].[Cr+3:2].[NH:26]1[C:30]2[CH:31]=[CH:32][CH:33]=[CH:34][C:29]=2[N:28]=[C:27]1[CH2:35][N:36]([CH2:38][C:39]1[NH:40][C:41]2[CH:47]=[CH:46][CH:45]=[CH:44][C:42]=2[N:43]=1)[CH3:37].[Cl-:1].[Cl-:1]. The catalyst class is: 3. (6) Reactant: F[C:2]1[CH:9]=[CH:8][C:7]([CH:10]=[O:11])=[CH:6][C:3]=1[C:4]#[N:5].C([O-])([O-])=O.[K+].[K+].[N+:18]([C:21]1[N:25]=[CH:24][NH:23][N:22]=1)([O-:20])=[O:19]. Product: [CH:10]([C:7]1[CH:8]=[CH:9][C:2]([N:23]2[CH:24]=[N:25][C:21]([N+:18]([O-:20])=[O:19])=[N:22]2)=[C:3]([CH:6]=1)[C:4]#[N:5])=[O:11]. The catalyst class is: 18. (7) Product: [F:1][C:2]1[CH:7]=[CH:6][C:5]([F:8])=[CH:4][C:3]=1[CH:9]([S:20]([C:23]1[CH:24]=[CH:25][C:26]([F:29])=[CH:27][CH:28]=1)(=[O:22])=[O:21])[C:10]1[C:11]([CH3:19])=[CH:12][C:13]([C:16]([N:34]2[CH2:35][CH2:36][CH:31]([OH:30])[CH2:32][CH2:33]2)=[O:18])=[N:14][CH:15]=1. The catalyst class is: 124. Reactant: [F:1][C:2]1[CH:7]=[CH:6][C:5]([F:8])=[CH:4][C:3]=1[CH:9]([S:20]([C:23]1[CH:28]=[CH:27][C:26]([F:29])=[CH:25][CH:24]=1)(=[O:22])=[O:21])[C:10]1[C:11]([CH3:19])=[CH:12][C:13]([C:16]([OH:18])=O)=[N:14][CH:15]=1.[OH:30][CH:31]1[CH2:36][CH2:35][NH:34][CH2:33][CH2:32]1.ON1C2C=CC=CC=2N=N1.Cl.C(N=C=NCCCN(C)C)C.CN1CCOCC1. (8) Reactant: [CH:1]12[CH2:11][CH:6]3[CH2:7][CH:8]([CH2:10][CH:3]([NH:4][C:5]3=[O:12])[CH2:2]1)[CH2:9]2.[H-].[Na+].Br[CH2:16][CH:17]([CH2:20][CH3:21])[CH2:18][CH3:19]. Product: [CH2:18]([CH:17]([CH2:20][CH3:21])[CH2:16][N:4]1[C:5](=[O:12])[CH:6]2[CH2:11][CH:1]3[CH2:9][CH:8]([CH2:10][CH:3]1[CH2:2]3)[CH2:7]2)[CH3:19]. The catalyst class is: 85. (9) Reactant: C(O)(C(F)(F)F)=O.[O:8]=[C:9]1[CH2:13][CH:12]([C:14]2[CH:19]=[C:18]([F:20])[C:17]([F:21])=[C:16]([F:22])[CH:15]=2)[CH2:11][N:10]1C(OC(C)(C)C)=O. Product: [F:20][C:18]1[CH:19]=[C:14]([CH:12]2[CH2:11][NH:10][C:9](=[O:8])[CH2:13]2)[CH:15]=[C:16]([F:22])[C:17]=1[F:21]. The catalyst class is: 4. (10) Reactant: C[O:2][C:3](=[O:37])[C:4]1[CH:9]=[CH:8][C:7]([NH:10][C:11]2[C:12]3[C:19]([C:20](=[O:36])[C:21]4[C:26]([F:27])=[CH:25][CH:24]=[C:23]([NH:28][S:29]([CH2:32][CH2:33][CH3:34])(=[O:31])=[O:30])[C:22]=4[F:35])=[CH:18][NH:17][C:13]=3[N:14]=[CH:15][N:16]=2)=[CH:6][CH:5]=1.CO.[OH-].[Na+].Cl. Product: [F:35][C:22]1[C:23]([NH:28][S:29]([CH2:32][CH2:33][CH3:34])(=[O:31])=[O:30])=[CH:24][CH:25]=[C:26]([F:27])[C:21]=1[C:20]([C:19]1[C:12]2[C:11]([NH:10][C:7]3[CH:6]=[CH:5][C:4]([C:3]([OH:37])=[O:2])=[CH:9][CH:8]=3)=[N:16][CH:15]=[N:14][C:13]=2[NH:17][CH:18]=1)=[O:36]. The catalyst class is: 7.